From a dataset of Reaction yield outcomes from USPTO patents with 853,638 reactions. Predict the reaction yield, written as a fraction of the theoretical maximum amount of product (1.0 means a 100% yield; for example, 0.34 means a 34% yield). The reactants are C(OC([N:8]1[CH2:13][CH2:12][CH:11]([N:14]2[CH:18]=[C:17]([C:19]3[CH:24]=[CH:23][N:22]=[CH:21][CH:20]=3)[C:16]([C:25]3[CH:30]=[CH:29][CH:28]=[C:27]([N:31]([S:35]([C:38]4[CH:43]=[C:42]([F:44])[CH:41]=[CH:40][C:39]=4[F:45])(=[O:37])=[O:36])[CH2:32][O:33][CH3:34])[C:26]=3[F:46])=[N:15]2)[CH2:10][CH2:9]1)=O)(C)(C)C.Cl. The catalyst is O1CCOCC1. The product is [F:45][C:39]1[CH:40]=[CH:41][C:42]([F:44])=[CH:43][C:38]=1[S:35]([N:31]([C:27]1[CH:28]=[CH:29][CH:30]=[C:25]([C:16]2[C:17]([C:19]3[CH:24]=[CH:23][N:22]=[CH:21][CH:20]=3)=[CH:18][N:14]([CH:11]3[CH2:10][CH2:9][NH:8][CH2:13][CH2:12]3)[N:15]=2)[C:26]=1[F:46])[CH2:32][O:33][CH3:34])(=[O:37])=[O:36]. The yield is 0.960.